From a dataset of Peptide-MHC class I binding affinity with 185,985 pairs from IEDB/IMGT. Regression. Given a peptide amino acid sequence and an MHC pseudo amino acid sequence, predict their binding affinity value. This is MHC class I binding data. (1) The peptide sequence is YSLAGSSPF. The MHC is HLA-B08:01 with pseudo-sequence HLA-B08:01. The binding affinity (normalized) is 0.0847. (2) The peptide sequence is RMNYYWTL. The MHC is H-2-Kb with pseudo-sequence H-2-Kb. The binding affinity (normalized) is 0.0735.